From a dataset of Forward reaction prediction with 1.9M reactions from USPTO patents (1976-2016). Predict the product of the given reaction. (1) Given the reactants [NH2:1][C:2]1[NH:3][C:4](=O)[C:5]2[CH:10]=[CH:9][NH:8][C:6]=2[N:7]=1.P(Cl)(Cl)([Cl:14])=O, predict the reaction product. The product is: [Cl:14][C:4]1[C:5]2[CH:10]=[CH:9][NH:8][C:6]=2[N:7]=[C:2]([NH2:1])[N:3]=1. (2) Given the reactants [CH3:1][CH2:2][CH2:3][CH2:4][CH2:5][CH2:6][CH2:7][CH2:8][N:9]1[S:14][C:13](Cl)=[C:12](Cl)[C:10]1=[O:11], predict the reaction product. The product is: [CH3:1][CH2:2][CH2:3][CH2:4][CH2:5][CH2:6][CH2:7][CH2:8][N:9]1[S:14][CH:13]=[CH:12][C:10]1=[O:11]. (3) Given the reactants Cl[C:2]1[C:7]([N+:8]([O-:10])=[O:9])=[CH:6][CH:5]=[CH:4][N:3]=1.[O:11]1[CH2:15][CH2:14][C@H:13]([OH:16])[CH2:12]1, predict the reaction product. The product is: [N+:8]([C:7]1[C:2]([O:16][C@H:13]2[CH2:14][CH2:15][O:11][CH2:12]2)=[N:3][CH:4]=[CH:5][CH:6]=1)([O-:10])=[O:9]. (4) The product is: [NH2:1][C:2]1[C:3]([C:17]([O:19][CH3:20])=[O:18])=[N:4][C:5]([C:8]2[CH:13]=[C:12]([C:22]#[C:21][C@:23]3([OH:30])[CH2:27][CH2:26][N:25]([CH3:28])[C:24]3=[O:29])[C:11]([F:15])=[CH:10][C:9]=2[F:16])=[CH:6][CH:7]=1. Given the reactants [NH2:1][C:2]1[C:3]([C:17]([O:19][CH3:20])=[O:18])=[N:4][C:5]([C:8]2[CH:13]=[C:12](Br)[C:11]([F:15])=[CH:10][C:9]=2[F:16])=[CH:6][CH:7]=1.[C:21]([C@:23]1([OH:30])[CH2:27][CH2:26][N:25]([CH3:28])[C:24]1=[O:29])#[CH:22], predict the reaction product. (5) The product is: [N:1]1([C:2]2[CH:3]=[CH:4][C:5]([N:8]3[CH2:13][CH2:12][CH2:11][NH:10][C:9]3=[O:14])=[CH:6][CH:7]=2)[CH2:21][CH2:20][NH:19][CH2:18][CH2:17]1. Given the reactants [NH2:1][C:2]1[CH:7]=[CH:6][C:5]([N:8]2[CH2:13][CH2:12][CH2:11][NH:10][C:9]2=[O:14])=[CH:4][CH:3]=1.Cl.Cl[CH2:17][CH2:18][NH:19][CH2:20][CH2:21]Cl.C(=O)([O-])[O-].[K+].[K+], predict the reaction product. (6) The product is: [ClH:1].[F:34][CH:3]([F:2])[C:4]1[O:5][C:6]([C:17]2[CH:33]=[CH:32][C:20]([O:21][CH2:22][CH2:23][NH2:24])=[CH:19][CH:18]=2)=[C:7]([C:9]2[CH:10]=[CH:11][C:12]([O:15][CH3:16])=[CH:13][CH:14]=2)[N:8]=1. Given the reactants [ClH:1].[F:2][CH:3]([F:34])[C:4]1[O:5][C:6]([C:17]2[CH:33]=[CH:32][C:20]([O:21][CH2:22][CH2:23][NH:24]C(=O)OC(C)(C)C)=[CH:19][CH:18]=2)=[C:7]([C:9]2[CH:14]=[CH:13][C:12]([O:15][CH3:16])=[CH:11][CH:10]=2)[N:8]=1, predict the reaction product.